Dataset: Reaction yield outcomes from USPTO patents with 853,638 reactions. Task: Predict the reaction yield, written as a fraction of the theoretical maximum amount of product (1.0 means a 100% yield; for example, 0.34 means a 34% yield). (1) The yield is 0.990. The product is [NH2:7][CH2:8][CH2:9][O:10][C:11]1[CH:12]=[CH:13][C:14]([CH2:17][CH2:18][CH2:19][CH2:20][NH:21][C:22]([NH:23][C:24]([C:26]2[C:31]([NH2:32])=[N:30][C:29]([NH2:33])=[C:28]([Cl:34])[N:27]=2)=[O:25])=[NH:35])=[CH:15][CH:16]=1. The reactants are C(OC(=O)[NH:7][CH2:8][CH2:9][O:10][C:11]1[CH:16]=[CH:15][C:14]([CH2:17][CH2:18][CH2:19][CH2:20][NH:21][C:22]([NH2:35])=[N:23][C:24]([C:26]2[C:31]([NH2:32])=[N:30][C:29]([NH2:33])=[C:28]([Cl:34])[N:27]=2)=[O:25])=[CH:13][CH:12]=1)(C)(C)C.Cl.C(Cl)Cl.CO. The catalyst is CO. (2) The reactants are Cl([O-])=[O:2].[Na+].[Cl:5][C:6]1[N:7]=[C:8]([NH:13][C:14](=[O:21])[C:15]2[CH:20]=[CH:19][CH:18]=[CH:17][CH:16]=2)[S:9][C:10]=1[CH:11]=[O:12]. The catalyst is O.C(#N)C.CC(O)(C)C.CC(=CC)C. The product is [C:14]([NH:13][C:8]1[S:9][C:10]([C:11]([OH:2])=[O:12])=[C:6]([Cl:5])[N:7]=1)(=[O:21])[C:15]1[CH:16]=[CH:17][CH:18]=[CH:19][CH:20]=1. The yield is 0.170. (3) The reactants are [N:1]1[CH:6]=[CH:5][CH:4]=[CH:3][C:2]=1[CH:7]=[C:8]1[S:12][C:11](=[O:13])[NH:10][C:9]1=[O:14]. The catalyst is O1CCCC1.[Pd]. The product is [N:1]1[CH:6]=[CH:5][CH:4]=[CH:3][C:2]=1[CH2:7][CH:8]1[S:12][C:11](=[O:13])[NH:10][C:9]1=[O:14]. The yield is 0.160. (4) The reactants are Cl.[NH:2]1[CH2:5][CH:4]([NH:6][C:7]2[C:12](=[O:13])[NH:11][CH:10]=[C:9]([C:14]3[CH:19]=[CH:18][N:17]=[C:16]([C:20]([NH:22][C:23]4[CH:28]=[CH:27][C:26]([CH:29]([CH3:31])[CH3:30])=[C:25]([CH3:32])[CH:24]=4)=[O:21])[CH:15]=3)[CH:8]=2)[CH2:3]1.[C:33]([Cl:37])(=[O:36])[CH:34]=[CH2:35]. The catalyst is C(Cl)Cl. The product is [ClH:37].[C:33]([N:2]1[CH2:5][CH:4]([NH:6][C:7]2[C:12](=[O:13])[NH:11][CH:10]=[C:9]([C:14]3[CH:19]=[CH:18][N:17]=[C:16]([C:20]([NH:22][C:23]4[CH:28]=[CH:27][C:26]([CH:29]([CH3:30])[CH3:31])=[C:25]([CH3:32])[CH:24]=4)=[O:21])[CH:15]=3)[CH:8]=2)[CH2:3]1)(=[O:36])[CH:34]=[CH2:35]. The yield is 0.240. (5) The reactants are [Cl:1][C:2]1[CH:3]=[C:4]([OH:8])[CH:5]=[CH:6][CH:7]=1.[OH-].[Na+].[Br:11][CH2:12][CH2:13][CH2:14][CH2:15]Br.[Na+].[Br-]. The product is [Br:11][CH2:12][CH2:13][CH2:14][CH2:15][O:8][C:4]1[CH:3]=[C:2]([Cl:1])[CH:7]=[CH:6][CH:5]=1. The yield is 0.790. The catalyst is O.